This data is from Reaction yield outcomes from USPTO patents with 853,638 reactions. The task is: Predict the reaction yield, written as a fraction of the theoretical maximum amount of product (1.0 means a 100% yield; for example, 0.34 means a 34% yield). (1) The reactants are [O:1]=[C:2]1[CH2:8][CH2:7][CH2:6][N:5]([C:9]([O:11][C:12]([CH3:15])([CH3:14])[CH3:13])=[O:10])[CH2:4][CH2:3]1.[Br:16]Br.CCN(CC)CC.CC(OC(OC(OC(C)(C)C)=O)=O)(C)C. The catalyst is C(Cl)(Cl)Cl. The product is [Br:16][CH:8]1[C:2](=[O:1])[CH2:3][CH2:4][N:5]([C:9]([O:11][C:12]([CH3:15])([CH3:14])[CH3:13])=[O:10])[CH2:6][CH2:7]1. The yield is 0.270. (2) The reactants are CCN(C(C)C)C(C)C.[CH3:10][O:11][C:12]1[CH:13]=[CH:14][CH:15]=[C:16]2[C:21]=1[O:20][C:19](=[O:22])[C:18]([C:23]([OH:25])=O)=[CH:17]2.CN(C(ON1N=NC2C=CC=NC1=2)=[N+](C)C)C.F[P-](F)(F)(F)(F)F.[CH2:50]([O:52][C:53]1[CH:58]=[CH:57][C:56]([C:59]2[CH:64]=[CH:63][CH:62]=[C:61]([NH2:65])[CH:60]=2)=[CH:55][CH:54]=1)[CH3:51]. The catalyst is CN(C=O)C. The product is [CH2:50]([O:52][C:53]1[CH:54]=[CH:55][C:56]([C:59]2[CH:64]=[CH:63][CH:62]=[C:61]([NH:65][C:23]([C:18]3[C:19](=[O:22])[O:20][C:21]4[C:16]([CH:17]=3)=[CH:15][CH:14]=[CH:13][C:12]=4[O:11][CH3:10])=[O:25])[CH:60]=2)=[CH:57][CH:58]=1)[CH3:51]. The yield is 0.730. (3) The reactants are [Cl:1][C:2]1[C:3]([F:19])=[C:4]([C:8](=[O:18])[CH:9]([CH3:17])[C:10](=O)[C:11]([O:13]CC)=[O:12])[CH:5]=[CH:6][CH:7]=1.[Li+].C[Si]([N-:25][Si](C)(C)C)(C)C.C(OCC)(=O)C(OCC)=O. The catalyst is CCOCC. The product is [Cl:1][C:2]1[C:3]([F:19])=[C:4]([C:8]2[O:18][N:25]=[C:10]([C:11]([OH:13])=[O:12])[C:9]=2[CH3:17])[CH:5]=[CH:6][CH:7]=1. The yield is 0.0600. (4) The reactants are [CH3:1][C:2]1[CH:3]=[C:4]([CH:7]=[CH:8][CH:9]=1)[CH2:5][Br:6].[CH3:10][N:11]([CH3:13])[CH3:12].CO. The catalyst is C(OCC)C. The product is [Br-:6].[CH3:1][C:2]1[CH:3]=[C:4]([CH:7]=[CH:8][CH:9]=1)[CH2:5][N+:11]([CH3:13])([CH3:12])[CH3:10]. The yield is 0.900. (5) The reactants are Br[C:2]1[C:3]2[N:11]([CH2:12][CH3:13])[C:10]([C:14]3[C:15]([NH2:19])=[N:16][O:17][N:18]=3)=[N:9][C:4]=2[C:5]([Cl:8])=[N:6][CH:7]=1.C([Mg]Cl)(C)C.B(OC)(OC)[O:26]C.C(=O)=O.CC(C)=O. The catalyst is C1COCC1. The product is [NH2:19][C:15]1[C:14]([C:10]2[N:11]([CH2:12][CH3:13])[C:3]3[C:2]([OH:26])=[CH:7][N:6]=[C:5]([Cl:8])[C:4]=3[N:9]=2)=[N:18][O:17][N:16]=1. The yield is 0.880. (6) The catalyst is C1COCC1. The yield is 0.700. The product is [CH2:13]([O:12][C:11]([NH:10][C@H:7]1[CH2:8][CH2:9][N:4]([C:1]2[O:3][C:24]([CH2:34][CH2:35][CH3:36])=[C:25]([C:26]([O:28][CH2:29][CH3:30])=[O:27])[N:2]=2)[CH2:5][C@H:6]1[O:21][CH3:22])=[O:20])[C:14]1[CH:15]=[CH:16][CH:17]=[CH:18][CH:19]=1. The reactants are [C:1]([N:4]1[CH2:9][CH2:8][C@H:7]([NH:10][C:11](=[O:20])[O:12][CH2:13][C:14]2[CH:19]=[CH:18][CH:17]=[CH:16][CH:15]=2)[C@H:6]([O:21][CH3:22])[CH2:5]1)(=[O:3])[NH2:2].Br[CH:24]([CH2:34][CH2:35][CH3:36])[C:25](=O)[C:26]([O:28][CH2:29][CH2:30]CC)=[O:27].C(=O)(O)[O-].[Na+]. (7) The reactants are C([O:4][CH2:5][C@@:6]([NH:27]C(=O)C)([CH3:26])[CH2:7][CH2:8][C:9]1[N:10]([CH3:25])[C:11]([CH2:14][CH2:15][CH2:16][CH2:17][CH2:18][C:19]2[CH:24]=[CH:23][CH:22]=[CH:21][CH:20]=2)=[CH:12][CH:13]=1)(=O)C.O1CCCC1.CO.O.[OH-].[Li+]. The catalyst is O. The product is [NH2:27][C@:6]([CH3:26])([CH2:7][CH2:8][C:9]1[N:10]([CH3:25])[C:11]([CH2:14][CH2:15][CH2:16][CH2:17][CH2:18][C:19]2[CH:20]=[CH:21][CH:22]=[CH:23][CH:24]=2)=[CH:12][CH:13]=1)[CH2:5][OH:4]. The yield is 0.900. (8) The reactants are [C:1]1([C:7]2[CH:8]=[CH:9][C:10]3[N:11]([C:13]([CH2:16][NH2:17])=[N:14][N:15]=3)[N:12]=2)[CH:6]=[CH:5][CH:4]=[CH:3][CH:2]=1.Cl[C:19]1[N:27]=[CH:26][N:25]=[C:24]2[C:20]=1[NH:21][CH:22]=[N:23]2.C(O)(CC)C. No catalyst specified. The product is [C:1]1([C:7]2[CH:8]=[CH:9][C:10]3[N:11]([C:13]([CH2:16][NH:17][C:19]4[N:27]=[CH:26][N:25]=[C:24]5[C:20]=4[NH:21][CH:22]=[N:23]5)=[N:14][N:15]=3)[N:12]=2)[CH:2]=[CH:3][CH:4]=[CH:5][CH:6]=1. The yield is 0.328. (9) The reactants are [F:1][CH2:2][CH2:3][N:4]([CH3:12])[C:5](=[O:11])[C:6]([O:8]CC)=[O:7].[Li+].[OH-]. The catalyst is CO.O. The product is [F:1][CH2:2][CH2:3][N:4]([CH3:12])[C:5](=[O:11])[C:6]([OH:8])=[O:7]. The yield is 0.560.